This data is from NCI-60 drug combinations with 297,098 pairs across 59 cell lines. The task is: Regression. Given two drug SMILES strings and cell line genomic features, predict the synergy score measuring deviation from expected non-interaction effect. (1) Drug 1: C1=NC2=C(N1)C(=S)N=C(N2)N. Drug 2: COC1=NC(=NC2=C1N=CN2C3C(C(C(O3)CO)O)O)N. Cell line: 786-0. Synergy scores: CSS=17.3, Synergy_ZIP=-5.07, Synergy_Bliss=-4.06, Synergy_Loewe=-10.4, Synergy_HSA=-1.44. (2) Drug 1: C1=CN(C(=O)N=C1N)C2C(C(C(O2)CO)O)O.Cl. Drug 2: COC1=NC(=NC2=C1N=CN2C3C(C(C(O3)CO)O)O)N. Cell line: SR. Synergy scores: CSS=-2.30, Synergy_ZIP=1.98, Synergy_Bliss=4.05, Synergy_Loewe=-1.70, Synergy_HSA=-1.45. (3) Drug 1: CCCCC(=O)OCC(=O)C1(CC(C2=C(C1)C(=C3C(=C2O)C(=O)C4=C(C3=O)C=CC=C4OC)O)OC5CC(C(C(O5)C)O)NC(=O)C(F)(F)F)O. Drug 2: C1CNP(=O)(OC1)N(CCCl)CCCl. Cell line: A549. Synergy scores: CSS=23.6, Synergy_ZIP=-1.62, Synergy_Bliss=-5.09, Synergy_Loewe=-35.5, Synergy_HSA=-5.87. (4) Drug 1: CC=C1C(=O)NC(C(=O)OC2CC(=O)NC(C(=O)NC(CSSCCC=C2)C(=O)N1)C(C)C)C(C)C. Cell line: OVCAR-4. Synergy scores: CSS=29.1, Synergy_ZIP=0.0847, Synergy_Bliss=-0.259, Synergy_Loewe=-39.2, Synergy_HSA=-2.77. Drug 2: C(CCl)NC(=O)N(CCCl)N=O. (5) Drug 1: CC1=C(C=C(C=C1)C(=O)NC2=CC(=CC(=C2)C(F)(F)F)N3C=C(N=C3)C)NC4=NC=CC(=N4)C5=CN=CC=C5. Drug 2: C(CN)CNCCSP(=O)(O)O. Cell line: K-562. Synergy scores: CSS=63.9, Synergy_ZIP=3.02, Synergy_Bliss=0.722, Synergy_Loewe=-72.9, Synergy_HSA=-4.56. (6) Drug 1: CC(C)NC(=O)C1=CC=C(C=C1)CNNC.Cl. Drug 2: C(CCl)NC(=O)N(CCCl)N=O. Cell line: U251. Synergy scores: CSS=10.1, Synergy_ZIP=-2.69, Synergy_Bliss=-6.89, Synergy_Loewe=-10.9, Synergy_HSA=-12.0. (7) Drug 1: CNC(=O)C1=CC=CC=C1SC2=CC3=C(C=C2)C(=NN3)C=CC4=CC=CC=N4. Drug 2: CCC1(CC2CC(C3=C(CCN(C2)C1)C4=CC=CC=C4N3)(C5=C(C=C6C(=C5)C78CCN9C7C(C=CC9)(C(C(C8N6C)(C(=O)OC)O)OC(=O)C)CC)OC)C(=O)OC)O.OS(=O)(=O)O. Cell line: SF-268. Synergy scores: CSS=30.5, Synergy_ZIP=0.705, Synergy_Bliss=4.69, Synergy_Loewe=-8.49, Synergy_HSA=3.91. (8) Drug 1: CCCS(=O)(=O)NC1=C(C(=C(C=C1)F)C(=O)C2=CNC3=C2C=C(C=N3)C4=CC=C(C=C4)Cl)F. Drug 2: C1=C(C(=O)NC(=O)N1)N(CCCl)CCCl. Cell line: HT29. Synergy scores: CSS=36.5, Synergy_ZIP=-8.87, Synergy_Bliss=-7.77, Synergy_Loewe=-14.2, Synergy_HSA=-4.55. (9) Drug 1: C1=CC(=C2C(=C1NCCNCCO)C(=O)C3=C(C=CC(=C3C2=O)O)O)NCCNCCO. Drug 2: CCCS(=O)(=O)NC1=C(C(=C(C=C1)F)C(=O)C2=CNC3=C2C=C(C=N3)C4=CC=C(C=C4)Cl)F. Cell line: KM12. Synergy scores: CSS=34.5, Synergy_ZIP=2.78, Synergy_Bliss=5.29, Synergy_Loewe=-12.7, Synergy_HSA=2.66. (10) Drug 1: C1=NC2=C(N1)C(=S)N=CN2. Drug 2: C1C(C(OC1N2C=NC(=NC2=O)N)CO)O. Cell line: OVCAR-8. Synergy scores: CSS=30.4, Synergy_ZIP=-6.92, Synergy_Bliss=-2.34, Synergy_Loewe=0.0510, Synergy_HSA=1.62.